From a dataset of Peptide-MHC class II binding affinity with 134,281 pairs from IEDB. Regression. Given a peptide amino acid sequence and an MHC pseudo amino acid sequence, predict their binding affinity value. This is MHC class II binding data. The peptide sequence is KADLENPHPLEKKITQW. The MHC is DRB1_0802 with pseudo-sequence DRB1_0802. The binding affinity (normalized) is 0.